Predict the reaction yield, written as a fraction of the theoretical maximum amount of product (1.0 means a 100% yield; for example, 0.34 means a 34% yield). From a dataset of Reaction yield outcomes from USPTO patents with 853,638 reactions. (1) The reactants are [C:1]([O:8]CC)(=[O:7])[C:2](OCC)=O.[O-]CC.[K+].[N+:15]([C:18]1[CH:23]=[CH:22][CH:21]=[C:20](C)[C:19]=1[CH3:25])([O-:17])=[O:16]. The catalyst is CCOCC. The product is [CH3:25][C:19]1([CH2:2][C:1]([OH:8])=[O:7])[C:18]([N+:15]([O-:17])=[O:16])=[CH:23][CH:22]=[CH:21][CH2:20]1. The yield is 0.450. (2) The reactants are FC(F)(F)S(O[C:7]1[CH:8]=[C:9]2[C@@:20]3([CH2:24][O:23][C:22]([NH2:25])=[N:21]3)[C:19]3[C:14](=[N:15][CH:16]=[C:17]([C:26]4[CH:31]=[CH:30][C:29]([CH3:32])=[CH:28][CH:27]=4)[CH:18]=3)[O:13][C:10]2=[CH:11][CH:12]=1)(=O)=O.[F:35][C:36]1[C:41](B(O)O)=[CH:40][CH:39]=[CH:38][N:37]=1.C(=O)([O-])[O-].[K+].[K+]. The catalyst is C1C=CC([P]([Pd]([P](C2C=CC=CC=2)(C2C=CC=CC=2)C2C=CC=CC=2)([P](C2C=CC=CC=2)(C2C=CC=CC=2)C2C=CC=CC=2)[P](C2C=CC=CC=2)(C2C=CC=CC=2)C2C=CC=CC=2)(C2C=CC=CC=2)C2C=CC=CC=2)=CC=1. The product is [F:35][C:36]1[C:41]([C:7]2[CH:8]=[C:9]3[C@@:20]4([CH2:24][O:23][C:22]([NH2:25])=[N:21]4)[C:19]4[C:14](=[N:15][CH:16]=[C:17]([C:26]5[CH:31]=[CH:30][C:29]([CH3:32])=[CH:28][CH:27]=5)[CH:18]=4)[O:13][C:10]3=[CH:11][CH:12]=2)=[CH:40][CH:39]=[CH:38][N:37]=1. The yield is 0.736.